Task: Predict the reactants needed to synthesize the given product.. Dataset: Full USPTO retrosynthesis dataset with 1.9M reactions from patents (1976-2016) Given the product [NH:30]1[C:29]([CH2:27][C:24]2[CH:25]=[C:26]3[C:21](=[CH:22][CH:23]=2)[NH:20][CH:19]=[C:18]3[CH2:17][CH2:16][N:13]2[CH2:14][CH2:15][N:10]([C:5]3[C:4]4[CH:3]=[CH:2][NH:1][C:9]=4[CH:8]=[CH:7][N:6]=3)[CH2:11][CH2:12]2)=[CH:33][N:32]=[CH:31]1, predict the reactants needed to synthesize it. The reactants are: [NH:1]1[C:9]2[CH:8]=[CH:7][N:6]=[C:5]([N:10]3[CH2:15][CH2:14][N:13]([CH2:16][CH2:17][C:18]4[C:26]5[C:21](=[CH:22][CH:23]=[C:24]([CH:27]([C:29]6[N:30]=[CH:31][N:32](C(C7C=CC=CC=7)(C7C=CC=CC=7)C7C=CC=CC=7)[CH:33]=6)O)[CH:25]=5)[NH:20][CH:19]=4)[CH2:12][CH2:11]3)[C:4]=2[CH:3]=[CH:2]1.C([SiH](CC)CC)C.FC(F)(F)C(O)=O.C([O-])(O)=O.[Na+].Cl.